This data is from Full USPTO retrosynthesis dataset with 1.9M reactions from patents (1976-2016). The task is: Predict the reactants needed to synthesize the given product. The reactants are: [N:1]([C@H:4]1[CH2:8][CH2:7][N:6]([CH2:9][C@@H:10]([N:17]([CH3:29])[C:18](=[O:28])[CH2:19][C:20]2[CH:25]=[CH:24][C:23]([Cl:26])=[C:22]([Cl:27])[CH:21]=2)[C:11]2[CH:16]=[CH:15][CH:14]=[CH:13][CH:12]=2)[CH2:5]1)=[N+]=[N-].O.C1C=CC(P(C2C=CC=CC=2)C2C=CC=CC=2)=CC=1. Given the product [NH2:1][C@H:4]1[CH2:8][CH2:7][N:6]([CH2:9][C@@H:10]([N:17]([CH3:29])[C:18](=[O:28])[CH2:19][C:20]2[CH:25]=[CH:24][C:23]([Cl:26])=[C:22]([Cl:27])[CH:21]=2)[C:11]2[CH:12]=[CH:13][CH:14]=[CH:15][CH:16]=2)[CH2:5]1, predict the reactants needed to synthesize it.